Dataset: Forward reaction prediction with 1.9M reactions from USPTO patents (1976-2016). Task: Predict the product of the given reaction. (1) Given the reactants C(O[C:6]([NH:8][C@H:9]([C:14]([OH:16])=O)[CH2:10][CH:11]([CH3:13])[CH3:12])=O)(C)(C)C.[F:17][C:18]1[CH:23]=[CH:22][C:21]([S:24]([N:27]2[CH2:31][C@@H:30]3[C@@H:32]([NH2:35])[CH2:33][CH2:34][C@@H:29]3[CH2:28]2)(=[O:26])=[O:25])=[CH:20][CH:19]=1.[CH2:36](N1C[C@@H]2[C@@H](N)CC[C@@H]2C1)[C:37]1[CH:42]=CC=C[CH:38]=1, predict the reaction product. The product is: [F:17][C:18]1[CH:19]=[CH:20][C:21]([S:24]([N:27]2[CH2:31][C@@H:30]3[C@@H:32]([NH:35][C:14](=[O:16])[C@H:9]([CH2:10][CH:11]([CH3:12])[CH3:13])[NH:8][CH2:6][C:37]([CH3:42])([CH3:38])[CH3:36])[CH2:33][CH2:34][C@@H:29]3[CH2:28]2)(=[O:25])=[O:26])=[CH:22][CH:23]=1. (2) Given the reactants [Cl:1][C:2]1[CH:7]=[CH:6][C:5]([CH2:8][C:9]([C:11]2[CH:16]=[CH:15][C:14]([Cl:17])=[CH:13][C:12]=2[Cl:18])=O)=[CH:4][CH:3]=1.[NH2:19][C:20]1[N:24]([C:25]2[CH:30]=[CH:29][CH:28]=[CH:27][CH:26]=2)[N:23]=[CH:22][C:21]=1[C:31]#[N:32].CCOC(C)=O, predict the reaction product. The product is: [Cl:1][C:2]1[CH:7]=[CH:6][C:5]([C:8]2[C:31]([NH2:32])=[C:21]3[CH:22]=[N:23][N:24]([C:25]4[CH:30]=[CH:29][CH:28]=[CH:27][CH:26]=4)[C:20]3=[N:19][C:9]=2[C:11]2[CH:16]=[CH:15][C:14]([Cl:17])=[CH:13][C:12]=2[Cl:18])=[CH:4][CH:3]=1.